From a dataset of Reaction yield outcomes from USPTO patents with 853,638 reactions. Predict the reaction yield, written as a fraction of the theoretical maximum amount of product (1.0 means a 100% yield; for example, 0.34 means a 34% yield). The reactants are [Br:1]N1C(=O)CCC1=O.[CH3:9][N:10]1[C:14]([C:15]2[CH:16]=[C:17]([NH:29]C(=O)C)[CH:18]=[CH:19][C:20]=2[O:21][CH2:22][C:23]([CH3:28])([N+:25]([O-:27])=[O:26])[CH3:24])=[CH:13][CH:12]=[N:11]1.[OH-].[Na+].O. The catalyst is CO. The product is [Br:1][C:13]1[CH:12]=[N:11][N:10]([CH3:9])[C:14]=1[C:15]1[CH:16]=[C:17]([CH:18]=[CH:19][C:20]=1[O:21][CH2:22][C:23]([CH3:28])([N+:25]([O-:27])=[O:26])[CH3:24])[NH2:29]. The yield is 0.610.